Dataset: Forward reaction prediction with 1.9M reactions from USPTO patents (1976-2016). Task: Predict the product of the given reaction. Given the reactants Br[C:2]1[CH:7]=[CH:6][C:5]([O:8][CH2:9][CH:10]2[CH2:12][CH2:11]2)=[CH:4][N:3]=1.[CH3:13][Si:14]([C:17]#[CH:18])([CH3:16])[CH3:15].C(N(CC)CC)C, predict the reaction product. The product is: [CH:10]1([CH2:9][O:8][C:5]2[CH:6]=[CH:7][C:2]([C:18]#[C:17][Si:14]([CH3:16])([CH3:15])[CH3:13])=[N:3][CH:4]=2)[CH2:12][CH2:11]1.